This data is from Catalyst prediction with 721,799 reactions and 888 catalyst types from USPTO. The task is: Predict which catalyst facilitates the given reaction. (1) Reactant: C(OC(=O)[NH:7][C@H:8]([C:11]1[CH:16]=[CH:15][CH:14]=[C:13]([CH2:17][N:18]2[CH2:23][CH2:22][O:21][CH2:20][CH2:19]2)[CH:12]=1)[CH2:9][OH:10])(C)(C)C.[ClH:25]. Product: [ClH:25].[NH2:7][C@H:8]([C:11]1[CH:16]=[CH:15][CH:14]=[C:13]([CH2:17][N:18]2[CH2:23][CH2:22][O:21][CH2:20][CH2:19]2)[CH:12]=1)[CH2:9][OH:10]. The catalyst class is: 5. (2) Reactant: I[C:2]1[CH:3]=[CH:4][C:5]2[N:6]([CH:8]=[C:9]([NH:11][C:12]([CH:14]3[CH2:16][CH:15]3C)=[O:13])[N:10]=2)[N:7]=1.C(=O)([O-])[O-].[K+].[K+].[NH2:24][C:25]1[CH:30]=[CH:29][C:28]([SH:31])=[CH:27][CH:26]=1.O. Product: [NH2:24][C:25]1[CH:30]=[CH:29][C:28]([S:31][C:2]2[CH:3]=[CH:4][C:5]3[N:6]([CH:8]=[C:9]([NH:11][C:12]([CH:14]4[CH2:15][CH2:16]4)=[O:13])[N:10]=3)[N:7]=2)=[CH:27][CH:26]=1. The catalyst class is: 9. (3) Reactant: [F:1][C:2]1[CH:3]=[C:4]([C@H:8](O)[C@@H:9]2[CH2:14][CH2:13][CH2:12][N:11]([C:15]([O:17][C:18]([CH3:21])([CH3:20])[CH3:19])=[O:16])[CH2:10]2)[CH:5]=[CH:6][CH:7]=1.C(Br)(Br)(Br)[Br:24].C1(P(C2C=CC=CC=2)C2C=CC=CC=2)C=CC=CC=1. Product: [Br:24][CH:8]([C:4]1[CH:5]=[CH:6][CH:7]=[C:2]([F:1])[CH:3]=1)[C@@H:9]1[CH2:14][CH2:13][CH2:12][N:11]([C:15]([O:17][C:18]([CH3:21])([CH3:20])[CH3:19])=[O:16])[CH2:10]1. The catalyst class is: 2. (4) Reactant: [CH3:1][O:2][C:3]1[CH:8]=[CH:7][C:6]([C:9]2[N:14]3[N:15]=[C:16]([NH:18][C:19]4[CH:28]=[CH:27][C:22]([O:23][CH2:24][CH2:25][OH:26])=[CH:21][CH:20]=4)[N:17]=[C:13]3[CH:12]=[CH:11][CH:10]=2)=[CH:5][CH:4]=1.C(N(CC)CC)C.[CH3:36][S:37](Cl)(=[O:39])=[O:38]. Product: [CH3:1][O:2][C:3]1[CH:4]=[CH:5][C:6]([C:9]2[N:14]3[N:15]=[C:16]([NH:18][C:19]4[CH:28]=[CH:27][C:22]([O:23][CH2:24][CH2:25][O:26][S:37]([CH3:36])(=[O:39])=[O:38])=[CH:21][CH:20]=4)[N:17]=[C:13]3[CH:12]=[CH:11][CH:10]=2)=[CH:7][CH:8]=1. The catalyst class is: 4. (5) Reactant: FC(F)(F)S(O[C:7]1[CH:16]=[CH:15][C:14]2[C:13](=[O:17])[CH2:12][CH2:11][CH2:10][C:9]=2[N:8]=1)(=O)=O.[CH2:20]([Sn](CCCC)(CCCC)C=C)[CH2:21]CC.[Cl-].[Li+]. Product: [CH:20]([C:7]1[CH:16]=[CH:15][C:14]2[C:13](=[O:17])[CH2:12][CH2:11][CH2:10][C:9]=2[N:8]=1)=[CH2:21]. The catalyst class is: 77. (6) Reactant: [CH2:1]([O:3][C:4]([C:6]1[N:15]=[C:14]([NH:16][C@H:17]2[CH2:22][CH2:21][CH2:20][CH2:19][C@H:18]2[NH:23]C(OC(C)(C)C)=O)[C:13]2[C:8](=[CH:9][CH:10]=[C:11]([CH3:31])[CH:12]=2)[N:7]=1)=[O:5])[CH3:2].C(OCC)(=O)C.[ClH:38]. Product: [ClH:38].[ClH:38].[CH2:1]([O:3][C:4]([C:6]1[N:15]=[C:14]([NH:16][C@H:17]2[CH2:22][CH2:21][CH2:20][CH2:19][C@H:18]2[NH2:23])[C:13]2[C:8](=[CH:9][CH:10]=[C:11]([CH3:31])[CH:12]=2)[N:7]=1)=[O:5])[CH3:2]. The catalyst class is: 13.